From a dataset of Full USPTO retrosynthesis dataset with 1.9M reactions from patents (1976-2016). Predict the reactants needed to synthesize the given product. (1) The reactants are: Cl[C:2]1[C:3](=[O:16])[NH:4][C:5]2[C:10]([N:11]=1)=[CH:9][C:8]([C:12]([O:14][CH3:15])=[O:13])=[CH:7][CH:6]=2.[CH3:17][C@@H:18]([NH2:21])[CH2:19][CH3:20].CCN(C(C)C)C(C)C. Given the product [C@H:18]([NH:21][C:2]1[C:3](=[O:16])[NH:4][C:5]2[C:10]([N:11]=1)=[CH:9][C:8]([C:12]([O:14][CH3:15])=[O:13])=[CH:7][CH:6]=2)([CH2:19][CH3:20])[CH3:17], predict the reactants needed to synthesize it. (2) Given the product [Br:1][C:2]1[C:12]2[CH2:23][C:22]([C:21]([O:25][CH3:26])=[O:24])=[C:7]([O-:9])[C:6]=2[CH:5]=[N:4][CH:3]=1.[Li+:13], predict the reactants needed to synthesize it. The reactants are: [Br:1][C:2]1[CH:3]=[N:4][CH:5]=[C:6]([CH:12]=1)[C:7]([O:9]CC)=O.[Li+:13].CC([N-]C(C)C)C.[C:21]([O:25][CH3:26])(=[O:24])[CH:22]=[CH2:23].CC(O)=O. (3) Given the product [F:1][C:2]1[CH:10]=[C:9]2[C:5]([C:6]([C:12]3[N:17]=[C:16]4[C:18]([C:21]([NH:29][C:25]([CH3:26])([C:27]#[CH:28])[CH3:24])=[O:23])=[CH:19][NH:20][C:15]4=[N:14][CH:13]=3)=[N:7][N:8]2[CH3:11])=[CH:4][CH:3]=1, predict the reactants needed to synthesize it. The reactants are: [F:1][C:2]1[CH:10]=[C:9]2[C:5]([C:6]([C:12]3[N:17]=[C:16]4[C:18]([C:21]([OH:23])=O)=[CH:19][NH:20][C:15]4=[N:14][CH:13]=3)=[N:7][N:8]2[CH3:11])=[CH:4][CH:3]=1.[CH3:24][C:25]([NH2:29])([C:27]#[CH:28])[CH3:26].CN(C(ON1N=NC2C=CC=NC1=2)=[N+](C)C)C.F[P-](F)(F)(F)(F)F.CCN(C(C)C)C(C)C. (4) Given the product [C@H:17]1([O:26][C:49](=[O:34])[NH:46][C:12]2[N:8]([C:5]3[CH:4]=[CH:3][C:2]([Br:1])=[CH:7][CH:6]=3)[N:9]=[N:10][C:11]=2[CH3:16])[C:25]2[C:20](=[CH:21][CH:22]=[CH:23][CH:24]=2)[CH2:19][CH2:18]1, predict the reactants needed to synthesize it. The reactants are: [Br:1][C:2]1[CH:7]=[CH:6][C:5]([N:8]2[C:12](C(O)=O)=[C:11]([CH3:16])[N:10]=[N:9]2)=[CH:4][CH:3]=1.[C@H:17]1([OH:26])[C:25]2[C:20](=[CH:21][CH:22]=[CH:23][CH:24]=2)[CH2:19][CH2:18]1.C1(P(N=[N+]=[N-])(C2C=CC=CC=2)=[O:34])C=CC=CC=1.C([N:46]([CH2:49]C)CC)C. (5) Given the product [O:27]1[CH2:28][CH2:29][C@H:25]([NH:24][C:2]2[CH:9]=[C:8]([N:10]3[C:18]4[CH2:17][C:16]([CH3:20])([CH3:19])[CH2:15][C:14](=[O:21])[C:13]=4[C:12]([CH3:22])=[N:11]3)[CH:7]=[CH:6][C:3]=2[C:4]#[N:5])[CH2:26]1, predict the reactants needed to synthesize it. The reactants are: F[C:2]1[CH:9]=[C:8]([N:10]2[C:18]3[CH2:17][C:16]([CH3:20])([CH3:19])[CH2:15][C:14](=[O:21])[C:13]=3[C:12]([CH3:22])=[N:11]2)[CH:7]=[CH:6][C:3]=1[C:4]#[N:5].Cl.[NH2:24][C@H:25]1[CH2:29][CH2:28][O:27][CH2:26]1.CCN(C(C)C)C(C)C. (6) Given the product [C:1]([C:3]1[CH:8]=[CH:7][C:6]([C@@H:9]2[C:14]([C:15]([OH:17])=[O:16])=[C:13]([CH3:21])[N:12]([C:22]3[CH:27]=[CH:26][CH:25]=[C:24]([C:28]([F:30])([F:31])[F:29])[CH:23]=3)[C:11](=[O:32])[N:10]2[CH3:33])=[C:5]([S:34]([CH3:37])(=[O:35])=[O:36])[CH:4]=1)#[N:2], predict the reactants needed to synthesize it. The reactants are: [C:1]([C:3]1[CH:8]=[CH:7][C:6]([C@@H:9]2[C:14]([C:15]([O:17]CC=C)=[O:16])=[C:13]([CH3:21])[N:12]([C:22]3[CH:27]=[CH:26][CH:25]=[C:24]([C:28]([F:31])([F:30])[F:29])[CH:23]=3)[C:11](=[O:32])[N:10]2[CH3:33])=[C:5]([S:34]([CH3:37])(=[O:36])=[O:35])[CH:4]=1)#[N:2].N1CCOCC1.